This data is from Forward reaction prediction with 1.9M reactions from USPTO patents (1976-2016). The task is: Predict the product of the given reaction. (1) Given the reactants [O:1]=[C:2]1[C@H:13]([CH2:14][C:15]([OH:17])=O)[CH2:12][CH:11]=[CH:10][CH2:9][CH2:8][C:7](=[O:18])[O:6][C@H:5]([C:19]2[CH:24]=[CH:23][CH:22]=[CH:21][CH:20]=2)[CH2:4][NH:3]1.[CH3:25][CH:26]([CH3:29])[CH2:27][NH2:28], predict the reaction product. The product is: [O:1]=[C:2]1[C@H:13]([CH2:14][C:15]([NH:28][CH2:27][CH:26]([CH3:29])[CH3:25])=[O:17])[CH2:12][CH:11]=[CH:10][CH2:9][CH2:8][C:7](=[O:18])[O:6][C@H:5]([C:19]2[CH:24]=[CH:23][CH:22]=[CH:21][CH:20]=2)[CH2:4][NH:3]1. (2) Given the reactants C(O[C:4](=[O:27])[C:5]([NH:7][C:8]1[CH:13]=[CH:12][C:11]([O:14][CH2:15][CH2:16][CH2:17][CH2:18][CH2:19][CH2:20][CH2:21][CH2:22][CH2:23][CH2:24][CH2:25][CH3:26])=[CH:10][CH:9]=1)=[O:6])C.[O:28]([C:35]1[CH:41]=[CH:40][C:38]([NH2:39])=[CH:37][CH:36]=1)[C:29]1[CH:34]=[CH:33][CH:32]=[CH:31][CH:30]=1.CC(C)([O-])C.[Li+], predict the reaction product. The product is: [CH2:15]([O:14][C:11]1[CH:10]=[CH:9][C:8]([NH:7][C:5](=[O:6])[C:4]([NH:39][C:38]2[CH:37]=[CH:36][C:35]([O:28][C:29]3[CH:34]=[CH:33][CH:32]=[CH:31][CH:30]=3)=[CH:41][CH:40]=2)=[O:27])=[CH:13][CH:12]=1)[CH2:16][CH2:17][CH2:18][CH2:19][CH2:20][CH2:21][CH2:22][CH2:23][CH2:24][CH2:25][CH3:26]. (3) Given the reactants C(Cl)(=O)C(Cl)=O.[F:7][C:8]([F:16])([F:15])[C:9]([CH3:14])([CH3:13])[C:10](O)=[O:11].C[N:18](C=O)C, predict the reaction product. The product is: [F:7][C:8]([F:16])([F:15])[C:9]([CH3:14])([CH3:13])[C:10]([NH2:18])=[O:11]. (4) Given the reactants [NH2:1][CH2:2][CH:3]1[C:7]2[CH:8]=[C:9]([C:12]3[C:20]4[C:15](=[CH:16][C:17]([F:21])=[CH:18][CH:19]=4)[NH:14][CH:13]=3)[CH:10]=[CH:11][C:6]=2[S:5](=[O:23])(=[O:22])[N:4]1C(C)(C)C, predict the reaction product. The product is: [NH2:1][CH2:2][CH:3]1[C:7]2[CH:8]=[C:9]([C:12]3[C:20]4[C:15](=[CH:16][C:17]([F:21])=[CH:18][CH:19]=4)[NH:14][CH:13]=3)[CH:10]=[CH:11][C:6]=2[S:5](=[O:23])(=[O:22])[NH:4]1. (5) Given the reactants C(N=C=NC(C)C)(C)C.[C:10]([O:14][C:15]([N:17]1[CH2:22][CH2:21][N:20]([C:23]2[S:24][CH:25]=[C:26]([C:28]([OH:30])=O)[N:27]=2)[CH:19]([CH2:31][O:32][C:33]2[CH:34]=[N:35][CH:36]=[CH:37][CH:38]=2)[CH2:18]1)=[O:16])([CH3:13])([CH3:12])[CH3:11].[NH:39]1[CH2:44][CH2:43][O:42][CH2:41][CH2:40]1.C(N(C(C)C)CC)(C)C.ON1C2C=CC=CC=2N=N1.CN(C(ON1N=NC2C=CC=CC1=2)=[N+](C)C)C.[B-](F)(F)(F)F, predict the reaction product. The product is: [N:39]1([C:28]([C:26]2[N:27]=[C:23]([N:20]3[CH2:21][CH2:22][N:17]([C:15]([O:14][C:10]([CH3:11])([CH3:12])[CH3:13])=[O:16])[CH2:18][CH:19]3[CH2:31][O:32][C:33]3[CH:34]=[N:35][CH:36]=[CH:37][CH:38]=3)[S:24][CH:25]=2)=[O:30])[CH2:44][CH2:43][O:42][CH2:41][CH2:40]1. (6) The product is: [Cl:1][C:2]1[N:10]=[C:9]2[C:5]([N:6]=[C:7]([C:11]([OH:14])([CH3:13])[CH3:12])[N:8]2[CH2:22][CH2:23][CH3:24])=[C:4]([N:15]2[CH2:16][CH2:17][O:18][CH2:19][CH2:20]2)[N:3]=1. Given the reactants [Cl:1][C:2]1[N:10]=[C:9]2[C:5]([N:6]=[C:7]([C:11]([OH:14])([CH3:13])[CH3:12])[NH:8]2)=[C:4]([N:15]2[CH2:20][CH2:19][O:18][CH2:17][CH2:16]2)[N:3]=1.I[CH2:22][CH2:23][CH3:24], predict the reaction product.